This data is from Catalyst prediction with 721,799 reactions and 888 catalyst types from USPTO. The task is: Predict which catalyst facilitates the given reaction. (1) Reactant: C(OC([NH:8][C@H:9]([C:34]([N:36]1[CH2:40][CH2:39][C@H:38]([F:41])[CH2:37]1)=[O:35])[C@H:10]([C:16]1[CH:21]=[CH:20][C:19]([N:22]([CH3:33])[C:23](=[O:32])[C:24]2[CH:29]=[CH:28][C:27]([O:30][CH3:31])=[CH:26][CH:25]=2)=[CH:18][CH:17]=1)[C:11]([N:13]([CH3:15])[CH3:14])=[O:12])=O)(C)(C)C.[F:42][C:43]([F:48])([F:47])[C:44]([OH:46])=[O:45]. Product: [F:42][C:43]([F:48])([F:47])[C:44]([OH:46])=[O:45].[NH2:8][C@H:9]([C:34]([N:36]1[CH2:40][CH2:39][C@H:38]([F:41])[CH2:37]1)=[O:35])[C@H:10]([C:16]1[CH:21]=[CH:20][C:19]([N:22]([CH3:33])[C:23](=[O:32])[C:24]2[CH:29]=[CH:28][C:27]([O:30][CH3:31])=[CH:26][CH:25]=2)=[CH:18][CH:17]=1)[C:11]([N:13]([CH3:14])[CH3:15])=[O:12]. The catalyst class is: 4. (2) Reactant: [CH2:1]([O:3][C:4](=[O:14])[CH2:5][C:6]1[CH:11]=[CH:10][CH:9]=[C:8]([CH2:12]Br)[CH:7]=1)[CH3:2].C(=O)([O-])[O-:16].[Ca+2]. Product: [CH2:1]([O:3][C:4](=[O:14])[CH2:5][C:6]1[CH:11]=[CH:10][CH:9]=[C:8]([CH2:12][OH:16])[CH:7]=1)[CH3:2]. The catalyst class is: 127. (3) Reactant: [CH3:1][O:2][C:3](=[O:24])[C:4]([NH:15][NH:16]C(OC(C)(C)C)=O)([CH3:14])[CH2:5][C:6]1[CH:11]=[CH:10][C:9]([OH:12])=[C:8]([OH:13])[CH:7]=1.Br[CH:26]1[C:35]2[C:30](=[CH:31][CH:32]=[CH:33][CH:34]=2)[C:28](=[O:29])[O:27]1.[C:36]([O-:39])([O-])=[O:37].[Cs+].[Cs+]. Product: [CH3:1][O:2][C:3](=[O:24])[C:4]([NH:15][NH2:16])([CH3:14])[CH2:5][C:6]1[CH:11]=[CH:10][C:9]([O:12][CH:26]2[C:35]3[C:30](=[CH:31][CH:32]=[CH:33][CH:34]=3)[C:28](=[O:29])[O:27]2)=[C:8]([O:13][CH:5]2[C:6]3[C:7](=[CH:8][CH:9]=[CH:10][CH:11]=3)[C:36](=[O:37])[O:39]2)[CH:7]=1. The catalyst class is: 21. (4) Reactant: [Cl:1][C:2]1[CH:7]=[CH:6][C:5]([CH:8]([C:20]2[CH:28]=[CH:27][C:23]([C:24]([OH:26])=O)=[CH:22][CH:21]=2)[CH2:9][C:10]([C:12]2[CH:17]=[CH:16][C:15](=[O:18])[N:14]([CH3:19])[CH:13]=2)=[O:11])=[C:4]([CH3:29])[CH:3]=1.[NH2:30][CH2:31][C@@H:32]([OH:35])[CH2:33][OH:34].F[P-](F)(F)(F)(F)F.N1(O[P+](N(C)C)(N(C)C)N(C)C)C2C=CC=CC=2N=N1. Product: [Cl:1][C:2]1[CH:7]=[CH:6][C:5]([CH:8]([C:20]2[CH:21]=[CH:22][C:23]([C:24]([NH:30][CH2:31][C@@H:32]([OH:35])[CH2:33][OH:34])=[O:26])=[CH:27][CH:28]=2)[CH2:9][C:10]([C:12]2[CH:17]=[CH:16][C:15](=[O:18])[N:14]([CH3:19])[CH:13]=2)=[O:11])=[C:4]([CH3:29])[CH:3]=1. The catalyst class is: 7. (5) Product: [Cl:1][CH2:2][C@@H:3]([C:5]1[CH:6]=[N:7][C:8]([Cl:12])=[C:9]([Cl:11])[CH:10]=1)[OH:4]. Reactant: [Cl:1][CH2:2][C:3]([C:5]1[CH:6]=[N:7][C:8]([Cl:12])=[C:9]([Cl:11])[CH:10]=1)=[O:4].B(Cl)([C@H]1[C@H](C)[C@@H]2C(C)(C)[C@@H](C2)C1)[C@H]1[C@H](C)[C@@H]2C(C)(C)[C@@H](C2)C1.O.C(OCC)(=O)C. The catalyst class is: 7. (6) Product: [C:13]([O:12][C:10](=[O:11])[CH2:9][C:5]1[CH:4]=[C:3]([CH:8]=[CH:7][CH:6]=1)[CH2:2][NH:1][CH2:18][C:19]([O:21][C:22]([CH3:25])([CH3:24])[CH3:23])=[O:20])([CH3:16])([CH3:15])[CH3:14]. Reactant: [NH2:1][CH2:2][C:3]1[CH:4]=[C:5]([CH2:9][C:10]([O:12][C:13]([CH3:16])([CH3:15])[CH3:14])=[O:11])[CH:6]=[CH:7][CH:8]=1.Br[CH2:18][C:19]([O:21][C:22]([CH3:25])([CH3:24])[CH3:23])=[O:20].C(=O)([O-])[O-].[K+].[K+].C(#N)C. The catalyst class is: 6. (7) Reactant: Cl[C:2]1[N:11]=[C:10]([C:12]2[CH:17]=[CH:16][CH:15]=[CH:14][C:13]=2[F:18])[C:9]2[C:4](=[CH:5][CH:6]=[C:7]([Cl:19])[CH:8]=2)[N:3]=1.[C:20]([O:24][C:25]([N:27]1[CH2:32][CH2:31][CH:30]([NH2:33])[CH2:29][CH2:28]1)=[O:26])([CH3:23])([CH3:22])[CH3:21]. Product: [C:20]([O:24][C:25]([N:27]1[CH2:32][CH2:31][CH:30]([NH:33][C:2]2[N:11]=[C:10]([C:12]3[CH:17]=[CH:16][CH:15]=[CH:14][C:13]=3[F:18])[C:9]3[C:4](=[CH:5][CH:6]=[C:7]([Cl:19])[CH:8]=3)[N:3]=2)[CH2:29][CH2:28]1)=[O:26])([CH3:23])([CH3:21])[CH3:22]. The catalyst class is: 37.